Dataset: Full USPTO retrosynthesis dataset with 1.9M reactions from patents (1976-2016). Task: Predict the reactants needed to synthesize the given product. (1) Given the product [F:30][C:29]1[CH:28]=[CH:27][CH:26]=[C:25]([F:31])[C:24]=1[C:7]1[NH:6][C:10]2=[N:11][CH:12]=[C:13]([C:34]3[N:35]=[C:36]([C:38]4[CH:39]=[N:40][CH:41]=[CH:42][CH:43]=4)[S:37][C:33]=3[CH3:32])[CH:14]=[C:9]2[CH:8]=1, predict the reactants needed to synthesize it. The reactants are: C(OC([N:6]1[C:10]2=[N:11][CH:12]=[C:13](B3OC(C)(C)C(C)(C)O3)[CH:14]=[C:9]2[CH:8]=[C:7]1[C:24]1[C:29]([F:30])=[CH:28][CH:27]=[CH:26][C:25]=1[F:31])=O)C.[CH3:32][C:33]1[S:37][C:36]([C:38]2[CH:39]=[N:40][CH:41]=[CH:42][CH:43]=2)=[N:35][C:34]=1OS(C(F)(F)F)(=O)=O. (2) The reactants are: [NH2:1][C:2]1[C:7]([C:8]#[N:9])=[C:6]([NH:10][C@H:11]([C:13]2[N:18]=[C:17]3[CH:19]=[CH:20][N:21]([CH3:22])[C:16]3=[CH:15][C:14]=2[C:23]2[N:24]=[CH:25][S:26][CH:27]=2)[CH3:12])[N:5]=[C:4](S(C)(=O)=O)[N:3]=1.[NH3:32]. Given the product [NH2:32][C:4]1[N:3]=[C:2]([NH2:1])[C:7]([C:8]#[N:9])=[C:6]([NH:10][C@H:11]([C:13]2[N:18]=[C:17]3[CH:19]=[CH:20][N:21]([CH3:22])[C:16]3=[CH:15][C:14]=2[C:23]2[N:24]=[CH:25][S:26][CH:27]=2)[CH3:12])[N:5]=1, predict the reactants needed to synthesize it. (3) Given the product [F:1][C:2]1[CH:29]=[C:28]2[C:5]([CH2:6][CH2:7][C:8]3[C:9]2=[N:10][O:11][C:12]=3[C:13]2[O:17][N:16]=[C:15]([C:18]3[CH:19]=[CH:20][CH:21]=[CH:22][CH:23]=3)[C:14]=2[C:24]([F:25])([F:27])[F:26])=[CH:4][C:3]=1[C:30]([OH:32])=[O:31], predict the reactants needed to synthesize it. The reactants are: [F:1][C:2]1[CH:29]=[C:28]2[C:5]([CH2:6][CH2:7][C:8]3[C:9]2=[N:10][O:11][C:12]=3[C:13]2[O:17][N:16]=[C:15]([C:18]3[CH:23]=[CH:22][CH:21]=[CH:20][CH:19]=3)[C:14]=2[C:24]([F:27])([F:26])[F:25])=[CH:4][C:3]=1[C:30]([O:32]C)=[O:31].O.[OH-].[Li+]. (4) Given the product [Cl:5][C:6]1[C:11]2[CH:12]=[N:1][NH:13][C:10]=2[C:9]([O:14][CH3:15])=[CH:8][N:7]=1, predict the reactants needed to synthesize it. The reactants are: [N:1]([O-])=O.[Na+].[Cl:5][C:6]1[C:11]([CH3:12])=[C:10]([NH2:13])[C:9]([O:14][CH3:15])=[CH:8][N:7]=1. (5) Given the product [CH3:38][Si:36]([CH3:39])([C:30]([CH3:32])([CH3:31])[CH:33]([CH3:35])[CH3:34])[O:1][C:2]1[CH:9]=[C:8]([O:10][CH2:11][CH2:12][C:13]2[N:14]=[C:15]([C:19]3[CH:24]=[CH:23][CH:22]=[CH:21][CH:20]=3)[O:16][C:17]=2[CH3:18])[CH:7]=[CH:6][C:3]=1[CH:4]=[O:5], predict the reactants needed to synthesize it. The reactants are: [OH:1][C:2]1[CH:9]=[C:8]([O:10][CH2:11][CH2:12][C:13]2[N:14]=[C:15]([C:19]3[CH:24]=[CH:23][CH:22]=[CH:21][CH:20]=3)[O:16][C:17]=2[CH3:18])[CH:7]=[CH:6][C:3]=1[CH:4]=[O:5].N1C=CN=C1.[C:30]([Si:36]([CH3:39])([CH3:38])Cl)([CH:33]([CH3:35])[CH3:34])([CH3:32])[CH3:31]. (6) The reactants are: Br[C:2]1[CH:7]=[CH:6][C:5]([O:8][CH3:9])=[C:4]([O:10][CH2:11][CH:12]2[CH2:14][CH2:13]2)[C:3]=1[O:15][CH2:16][O:17][CH3:18].C(=O)([O-])[O-].[Cs+].[Cs+].O.CC1(C)C(C)(C)OB([C:34]2[CH:42]=[CH:41][CH:40]=[C:39]3[C:35]=2[CH2:36][CH2:37][C:38]3=[O:43])O1. Given the product [CH:12]1([CH2:11][O:10][C:4]2[C:3]([O:15][CH2:16][O:17][CH3:18])=[C:2]([C:34]3[CH:42]=[CH:41][CH:40]=[C:39]4[C:35]=3[CH2:36][CH2:37][C:38]4=[O:43])[CH:7]=[CH:6][C:5]=2[O:8][CH3:9])[CH2:14][CH2:13]1, predict the reactants needed to synthesize it. (7) Given the product [Cl:9][C:6]1[CH:5]=[C:4]([C:10]2([C:33]([F:34])([F:36])[F:35])[CH2:11][C:12]([C:14]3[CH:15]=[C:16]4[C:20](=[CH:21][CH:22]=3)[C:19]3([CH2:23][N:24]([C:26]([O:28][C:29]([CH3:31])([CH3:30])[CH3:32])=[O:27])[CH2:25]3)[O:18][CH2:17]4)=[N:38][CH2:37]2)[CH:3]=[C:2]([Cl:1])[C:7]=1[F:8], predict the reactants needed to synthesize it. The reactants are: [Cl:1][C:2]1[CH:3]=[C:4]([C:10]([CH2:37][N+:38]([O-])=O)([C:33]([F:36])([F:35])[F:34])[CH2:11][C:12]([C:14]2[CH:15]=[C:16]3[C:20](=[CH:21][CH:22]=2)[C:19]2([CH2:25][N:24]([C:26]([O:28][C:29]([CH3:32])([CH3:31])[CH3:30])=[O:27])[CH2:23]2)[O:18][CH2:17]3)=O)[CH:5]=[C:6]([Cl:9])[C:7]=1[F:8].